From a dataset of Catalyst prediction with 721,799 reactions and 888 catalyst types from USPTO. Predict which catalyst facilitates the given reaction. (1) Reactant: Cl.C(OC([N:9]1[CH2:14][CH2:13][CH:12]([NH:15][C:16]2[C:21]([NH:22][C:23](=[O:30])[CH2:24][CH:25]3[CH2:29][CH2:28][CH2:27][CH2:26]3)=[CH:20][N:19]=[C:18]3[N:31]([S:34]([C:37]4[CH:42]=[CH:41][CH:40]=[CH:39][CH:38]=4)(=[O:36])=[O:35])[CH:32]=[CH:33][C:17]=23)[CH2:11][CH2:10]1)=O)(C)(C)C. Product: [C:37]1([S:34]([N:31]2[C:18]3=[N:19][CH:20]=[C:21]([NH:22][C:23](=[O:30])[CH2:24][CH:25]4[CH2:26][CH2:27][CH2:28][CH2:29]4)[C:16]([NH:15][CH:12]4[CH2:11][CH2:10][NH:9][CH2:14][CH2:13]4)=[C:17]3[CH:33]=[CH:32]2)(=[O:36])=[O:35])[CH:42]=[CH:41][CH:40]=[CH:39][CH:38]=1. The catalyst class is: 12. (2) Reactant: [Cl:1][C:2]1[CH:7]=[CH:6][C:5]([C:8]2[S:9][C:10]([C:18]([C:20]3[O:21][CH:22]=[CH:23][CH:24]=3)=[O:19])=[CH:11][C:12]=2[CH2:13][C:14](=[NH:17])[NH:15][OH:16])=[CH:4][CH:3]=1.[C:25](C1NC=CN=1)(C1NC=CN=1)=[O:26].C1CCN2C(=NCCC2)CC1.O. Product: [Cl:1][C:2]1[CH:7]=[CH:6][C:5]([C:8]2[S:9][C:10]([C:18]([C:20]3[O:21][CH:22]=[CH:23][CH:24]=3)=[O:19])=[CH:11][C:12]=2[CH2:13][C:14]2[NH:15][O:16][C:25](=[O:26])[N:17]=2)=[CH:4][CH:3]=1. The catalyst class is: 12. (3) Product: [CH3:1][O:2][CH2:3][CH2:4][O:5][C:6]1[CH:7]=[C:8]([CH:9]=[CH:20][C:21]([OH:23])=[O:22])[CH:11]=[CH:12][C:13]=1[O:14][CH2:15][CH2:16][O:17][CH3:18]. The catalyst class is: 17. Reactant: [CH3:1][O:2][CH2:3][CH2:4][O:5][C:6]1[CH:7]=[C:8]([CH:11]=[CH:12][C:13]=1[O:14][CH2:15][CH2:16][O:17][CH3:18])[CH:9]=O.C(O)(=O)[CH2:20][C:21]([OH:23])=[O:22].N1CCCCC1.